From a dataset of Full USPTO retrosynthesis dataset with 1.9M reactions from patents (1976-2016). Predict the reactants needed to synthesize the given product. (1) Given the product [CH:21]1([NH:20][C:2]2[C:3]3[N:4]=[CH:5][N:6]([C:16]=3[N:17]=[CH:18][N:19]=2)[C@@H:7]2[O:15][C@H:12]([CH2:13][OH:14])[C@@H:10]([OH:11])[C@H:8]2[OH:9])[CH2:25][CH2:24][CH2:23][CH2:22]1, predict the reactants needed to synthesize it. The reactants are: Cl[C:2]1([NH2:20])[N:19]=[CH:18][N:17]=[C:16]2[C:3]1=[N:4][CH2:5][N:6]2[C@@H:7]1[O:15][C@H:12]([CH2:13][OH:14])[C@@H:10]([OH:11])[C@H:8]1[OH:9].[CH:21]1(N)[CH2:25][CH2:24][CH2:23][CH2:22]1.C(O)C. (2) Given the product [NH:28]([C:3]([C:4]1[CH:9]=[C:8]([NH:10][C:11]([C:13]2[C:25]3[CH2:24][C:23]4[C:18](=[CH:19][CH:20]=[CH:21][CH:22]=4)[C:17]=3[CH:16]=[CH:15][CH:14]=2)=[O:12])[CH:7]=[N:6][CH:5]=1)=[O:26])[NH2:29], predict the reactants needed to synthesize it. The reactants are: CO[C:3](=[O:26])[C:4]1[CH:9]=[C:8]([NH:10][C:11]([C:13]2[C:25]3[CH2:24][C:23]4[C:18](=[CH:19][CH:20]=[CH:21][CH:22]=4)[C:17]=3[CH:16]=[CH:15][CH:14]=2)=[O:12])[CH:7]=[N:6][CH:5]=1.O.[NH2:28][NH2:29].